Dataset: TCR-epitope binding with 47,182 pairs between 192 epitopes and 23,139 TCRs. Task: Binary Classification. Given a T-cell receptor sequence (or CDR3 region) and an epitope sequence, predict whether binding occurs between them. (1) The epitope is VLWAHGFEL. The TCR CDR3 sequence is CASSYTTGELFF. Result: 0 (the TCR does not bind to the epitope). (2) The epitope is RLRAEAQVK. The TCR CDR3 sequence is CASSQDRGLNQPQHF. Result: 0 (the TCR does not bind to the epitope). (3) The epitope is TFYLTNDVSFL. The TCR CDR3 sequence is CASSPQTGEGTDTQYF. Result: 0 (the TCR does not bind to the epitope). (4) The epitope is LEPLVDLPI. The TCR CDR3 sequence is CASSLALNTGELFF. Result: 1 (the TCR binds to the epitope). (5) The epitope is IVTDFSVIK. The TCR CDR3 sequence is CSARVSPEGGPENYGYTF. Result: 1 (the TCR binds to the epitope).